Dataset: Drug-target binding data from BindingDB using IC50 measurements. Task: Regression. Given a target protein amino acid sequence and a drug SMILES string, predict the binding affinity score between them. We predict pIC50 (pIC50 = -log10(IC50 in M); higher means more potent). Dataset: bindingdb_ic50. (1) The drug is O=C(c1ccc(C(=O)N2CCC(N3CCCC3)CC2)cc1)N1CCC(C2CCNCC2)CC1. The target protein (Q8NA19) has sequence MKQPNRKRKLNMDSKERLDQDGRLEQAEEEKKPKDSTTPLSHVPSAAAQGAWSWEWYLKEQKAVAAPVELFSKDQSFPEHENGFQIGMRLEGIDPRHPSVFCVLSVAEVCGYRLRLHFDGYLSCYDFWTNAGSPDIHPVGWCEKTKHELHIPKGYRKDKFVWMDYLKACKLQNAPKKLFRNRSPNGPMSKEFQVGMKLEAVDRKNPSLVCVATIADIVEDRLLVHFDNWDDSYDYWCDVNSPYVQPVGWCQENGRTLIAPQGYPNPENFSWTEYLEATQTNAVPAKVFKMRLPHGFLPNMKLEVVDKRNPRLIRVATIVDVDDQRVKVHFDGWDHKYDYWVEADSPDIHPIGWCDVTGHPLEVPQRTNDLKILPGQAVCPTPGCRGIGHIRGPRYSGHHSAFGCPYSDMNLKKEATLHDRLREQTQANLESDSSHSKSKSLCSLNFNGKHEKVNSQPRLVQQAKCLKIKGKEDIDLDNLFRVLVLHPRGLEYSVEQAQQV.... The pIC50 is 5.0. (2) The drug is CC/C(=C(/CC)c1ccc(O)cc1)c1ccc(O)cc1. The target protein (Q14376) has sequence MAEKVLVTGGAGYIGSHTVLELLEAGYLPVVIDNFHNAFRGGGSLPESLRRVQELTGRSVEFEEMDILDQGALQRLFKKYSFMAVIHFAGLKAVGESVQKPLDYYRVNLTGTIQLLEIMKAHGVKNLVFSSSATVYGNPQYLPLDEAHPTGGCTNPYGKSKFFIEEMIRDLCQADKTWNAVLLRYFNPTGAHASGCIGEDPQGIPNNLMPYVSQVAIGRREALNVFGNDYDTEDGTGVRDYIHVVDLAKGHIAALRKLKEQCGCRIYNLGTGTGYSVLQMVQAMEKASGKKIPYKVVARREGDVAACYANPSLAQEELGWTAALGLDRMCEDLWRWQKQNPSGFGTQA. The pIC50 is 4.1. (3) The small molecule is COCCCOc1cc(C[C@@H](C[C@H](N)[C@@H](O)C[C@H](C(=O)NCC(C)(C)C(N)=O)C(C)C)C(C)C)ccc1OC. The target protein sequence is IFDTGSANLWVPSTKCSPLYTACEIHNLYDSAESSSYLENGTEFTIHYGSGKVKGFLSQDIVTVGGITVTQTFGEVTELPLIPFMLAKFDGVLGMGFPAQAVGGVTPVFDHILSQRVLKEEVFSVYYSRNSHLPGGEIVLGGSDPQYYQGNFHYVSISKAGSWQITMKGVSVGSATLLCEEGCMAVVDTGASYISGPTSSLRLLTEALGAKEQSSDEYVVNCSQVPTLPDVSFHLGGRAYTLTSRDYVLQDPYSNDDLCTLALHGLDIPPPTGPVWVLGA. The pIC50 is 8.0. (4) The pIC50 is 8.0. The small molecule is Cc1noc(C)c1-c1ccc2c(c1)C(c1ccccc1)(N1CCC[C@H](O)C1)C(=O)N2. The target protein sequence is MSTATTVAPAGIPATPGPVNPPPPEVSNPSKPGRKTNQLQYMQNVVVKTLWKHQFAWPFYQPVDAIKLNLPDYHKIIKNPMDMGTIKKRLENNYYWSASECMQDFNTMFTNCYIYNKPTDDIVLMAQALEKIFLQKVAQMPQEEVELLPPAPKGKGRKPAAGAQSAGTQQVAAVSSVSPATPFQSVPPTVSQTPVIAATPVPTITANVTSVPVPPAAAPPPPATPIVPVVPPTPPVVKKKGVKRKADTTTPTTSAITASRSESPPPLSDPKQAKVVARRESGGRPIKPPKKDLEDGEVPQHAGKKGKLSEHLRYCDSILREMLSKKHAAYAWPFYKPVDAEALELHDYHDIIKHPMDLSTVKRKMDGREYPDAQGFAADVRLMFSNCYKYNPPDHEVVAMARKLQDVFEMRFAKMPDEPVEAPALPAPAAPMVSK.